Dataset: Forward reaction prediction with 1.9M reactions from USPTO patents (1976-2016). Task: Predict the product of the given reaction. Given the reactants [F:1][C@H:2]1[C@H:6]([OH:7])[CH2:5][N:4]([C:8]([O:10][CH2:11][C:12]2[CH:17]=[CH:16][CH:15]=[CH:14][CH:13]=2)=[O:9])[CH2:3]1.[CH3:18][S:19](Cl)(=[O:21])=[O:20].C(N(CC)CC)C, predict the reaction product. The product is: [F:1][C@H:2]1[C@H:6]([O:7][S:19]([CH3:18])(=[O:21])=[O:20])[CH2:5][N:4]([C:8]([O:10][CH2:11][C:12]2[CH:17]=[CH:16][CH:15]=[CH:14][CH:13]=2)=[O:9])[CH2:3]1.